From a dataset of CYP3A4 inhibition data for predicting drug metabolism from PubChem BioAssay. Regression/Classification. Given a drug SMILES string, predict its absorption, distribution, metabolism, or excretion properties. Task type varies by dataset: regression for continuous measurements (e.g., permeability, clearance, half-life) or binary classification for categorical outcomes (e.g., BBB penetration, CYP inhibition). Dataset: cyp3a4_veith. (1) The molecule is COc1ccc2[nH]c(-c3ccccc3)c(CCNC(C)=O)c2c1. The result is 1 (inhibitor). (2) The result is 0 (non-inhibitor). The drug is Cl.Clc1ccc(/C=N/Nc2nc3c(s2)CCCC3)c(Cl)c1. (3) The result is 1 (inhibitor). The compound is Cc1ccc2c(c1)N(CC(=O)NC1CCCc3ccccc31)C(=O)CO2. (4) The molecule is COc1cccc(-c2cc(NCCc3c[nH]c4ccc(OC)cc34)ncn2)c1. The result is 1 (inhibitor).